From a dataset of Full USPTO retrosynthesis dataset with 1.9M reactions from patents (1976-2016). Predict the reactants needed to synthesize the given product. (1) The reactants are: Br[C:2]1[C:3]([O:22][CH2:23][C:24]([F:27])([F:26])[F:25])=[N:4][C:5]([C:18]([F:21])([F:20])[F:19])=[C:6]([CH:17]=1)[C:7]([NH:9][C@@H:10]1[CH2:15][CH2:14][CH2:13][CH2:12][C@H:11]1[OH:16])=[O:8].[Cl:28][C:29]1[CH:34]=[CH:33][C:32](B(O)O)=[CH:31][CH:30]=1. Given the product [Cl:28][C:29]1[CH:34]=[CH:33][C:32]([C:2]2[C:3]([O:22][CH2:23][C:24]([F:26])([F:27])[F:25])=[N:4][C:5]([C:18]([F:21])([F:20])[F:19])=[C:6]([CH:17]=2)[C:7]([NH:9][C@@H:10]2[CH2:15][CH2:14][CH2:13][CH2:12][C@H:11]2[OH:16])=[O:8])=[CH:31][CH:30]=1, predict the reactants needed to synthesize it. (2) Given the product [Br:1][CH2:2][CH2:3][CH2:4][CH2:5][C:6]([N:9]1[CH2:14][CH2:13][O:12][CH2:11][CH2:10]1)=[O:7], predict the reactants needed to synthesize it. The reactants are: [Br:1][CH2:2][CH2:3][CH2:4][CH2:5][C:6](Cl)=[O:7].[NH:9]1[CH2:14][CH2:13][O:12][CH2:11][CH2:10]1.C(N(CC)CC)C.O. (3) Given the product [CH3:29][NH:31][C:26]([C:24]1[CH:23]=[CH:22][C:21]2[N:17]([C:14]3[CH:13]=[CH:12][C:11]([O:10][CH2:9][CH2:8][O:7][C:2]4[CH:3]=[CH:4][CH:5]=[CH:6][N:1]=4)=[CH:16][CH:15]=3)[CH:18]=[N:19][C:20]=2[CH:25]=1)=[O:27], predict the reactants needed to synthesize it. The reactants are: [N:1]1[CH:6]=[CH:5][CH:4]=[CH:3][C:2]=1[O:7][CH2:8][CH2:9][O:10][C:11]1[CH:16]=[CH:15][C:14]([N:17]2[C:21]3[CH:22]=[CH:23][C:24]([C:26](O)=[O:27])=[CH:25][C:20]=3[N:19]=[CH:18]2)=[CH:13][CH:12]=1.[C:29](N1C=CN=C1)([N:31]1C=CN=C1)=O.Cl.CN.CCN(C(C)C)C(C)C. (4) Given the product [Br:22][C:23]1[CH:24]=[CH:25][C:26]([C:27]2[N:28]([C:29]3[CH:34]=[CH:33][C:32]([Cl:35])=[CH:31][CH:30]=3)[C:4](=[O:5])[C:6]3[N:7]=[N:8][N:9]([C:12]4[CH:17]=[CH:16][CH:15]=[C:14]([S:18]([CH3:21])(=[O:19])=[O:20])[CH:13]=4)[C:10]=3[N:11]=2)=[CH:37][CH:38]=1, predict the reactants needed to synthesize it. The reactants are: C(O[C:4]([C:6]1[N:7]=[N:8][N:9]([C:12]2[CH:17]=[CH:16][CH:15]=[C:14]([S:18]([CH3:21])(=[O:20])=[O:19])[CH:13]=2)[C:10]=1[NH2:11])=[O:5])C.[Br:22][C:23]1[CH:38]=[CH:37][C:26]([C:27](Cl)=[N:28][C:29]2[CH:34]=[CH:33][C:32]([Cl:35])=[CH:31][CH:30]=2)=[CH:25][CH:24]=1.O. (5) Given the product [CH3:16][N:7]1[CH:8]=[CH:9][C:10]([C:11]([O:13][CH2:14][CH3:15])=[O:12])=[C:6]1[CH2:5][CH2:4][N:25]1[CH2:30][CH2:29][O:28][CH2:27][CH2:26]1, predict the reactants needed to synthesize it. The reactants are: C(O[CH:4](OCC)[CH2:5][C:6]1[N:7]([CH3:16])[CH:8]=[CH:9][C:10]=1[C:11]([O:13][CH2:14][CH3:15])=[O:12])C.S(=O)(=O)(O)O.[NH:25]1[CH2:30][CH2:29][O:28][CH2:27][CH2:26]1.ClC(Cl)C.O1CCOCC1.C(O[BH-](OC(=O)C)OC(=O)C)(=O)C.[Na+]. (6) The reactants are: [CH2:1]([O:3][C:4]1[C:12]2[C:11](=[O:13])[N:10]([C:14]3[CH:19]=[CH:18][C:17]([CH2:20][C:21]([O:23]CC)=[O:22])=[CH:16][C:15]=3[F:26])[C:9](=[O:27])[C:8]=2[C:7]([O:28][CH2:29][C:30]([F:33])([F:32])[F:31])=[C:6]2[CH:34]=[CH:35][CH:36]=[CH:37][C:5]=12)[CH3:2].C(O)(=O)C.Cl. Given the product [CH2:1]([O:3][C:4]1[C:12]2[C:11](=[O:13])[N:10]([C:14]3[CH:19]=[CH:18][C:17]([CH2:20][C:21]([OH:23])=[O:22])=[CH:16][C:15]=3[F:26])[C:9](=[O:27])[C:8]=2[C:7]([O:28][CH2:29][C:30]([F:31])([F:33])[F:32])=[C:6]2[CH:34]=[CH:35][CH:36]=[CH:37][C:5]=12)[CH3:2], predict the reactants needed to synthesize it. (7) The reactants are: Br[C:2]1[C:11]2[C:6](=[CH:7][C:8]([O:14][CH3:15])=[C:9]([O:12][CH3:13])[CH:10]=2)[C:5]([C:16]#[N:17])=[CH:4][N:3]=1.[CH3:18][S:19][C:20]1[CH:21]=[C:22]([CH:25]=[CH:26][CH:27]=1)[CH:23]=[O:24].[I-].C[NH+]1C=CN(C)C1.[H-].[Na+]. Given the product [CH3:15][O:14][C:8]1[CH:7]=[C:6]2[C:11](=[CH:10][C:9]=1[O:12][CH3:13])[C:2]([C:23](=[O:24])[C:22]1[CH:25]=[CH:26][CH:27]=[C:20]([S:19][CH3:18])[CH:21]=1)=[N:3][CH:4]=[C:5]2[C:16]#[N:17], predict the reactants needed to synthesize it. (8) Given the product [NH2:7][CH:8]1[CH2:13][CH2:12][N:11]([CH2:14][CH2:15][N:16]2[C:25]3[C:20](=[CH:21][C:22]([O:28][CH3:29])=[C:23]([O:26][CH3:27])[CH:24]=3)[N:19]=[CH:18][C:17]2=[O:30])[CH2:10][CH2:9]1, predict the reactants needed to synthesize it. The reactants are: C(OC(=O)[NH:7][CH:8]1[CH2:13][CH2:12][N:11]([CH2:14][CH2:15][N:16]2[C:25]3[C:20](=[CH:21][C:22]([O:28][CH3:29])=[C:23]([O:26][CH3:27])[CH:24]=3)[N:19]=[CH:18][C:17]2=[O:30])[CH2:10][CH2:9]1)(C)(C)C.FC(F)(F)C(O)=O.NC1CCN(CCN2C3C(=CC=C(F)C=3)N=CC2=O)CC1.